This data is from Peptide-MHC class II binding affinity with 134,281 pairs from IEDB. The task is: Regression. Given a peptide amino acid sequence and an MHC pseudo amino acid sequence, predict their binding affinity value. This is MHC class II binding data. (1) The peptide sequence is KRWIKMSILNTAGSG. The MHC is DRB5_0101 with pseudo-sequence DRB5_0101. The binding affinity (normalized) is 0.248. (2) The peptide sequence is EAKYDAYVATVSEAL. The MHC is HLA-DQA10101-DQB10501 with pseudo-sequence HLA-DQA10101-DQB10501. The binding affinity (normalized) is 0. (3) The peptide sequence is TFGAASNKAFAEGLS. The MHC is DRB1_1001 with pseudo-sequence DRB1_1001. The binding affinity (normalized) is 0.402. (4) The peptide sequence is VSSDQSALSEFIKFA. The MHC is HLA-DQA10201-DQB10402 with pseudo-sequence HLA-DQA10201-DQB10402. The binding affinity (normalized) is 0.233.